From a dataset of Full USPTO retrosynthesis dataset with 1.9M reactions from patents (1976-2016). Predict the reactants needed to synthesize the given product. (1) Given the product [CH3:22][C:23]1[CH:27]=[C:26]([N:28]2[C:32](=[O:33])[N:31]([CH2:16][C:15]3[CH:18]=[CH:19][C:12]([C:11]([F:21])([F:20])[F:10])=[CH:13][CH:14]=3)[N:30]=[CH:29]2)[S:25][C:24]=1[C:34]([O:36][CH2:37][CH3:38])=[O:35], predict the reactants needed to synthesize it. The reactants are: FC1C=CC(CBr)=CC=1.[F:10][C:11]([F:21])([F:20])[C:12]1[CH:19]=[CH:18][C:15]([CH2:16]Br)=[CH:14][CH:13]=1.[CH3:22][C:23]1[CH:27]=[C:26]([N:28]2[C:32](=[O:33])[NH:31][N:30]=[CH:29]2)[S:25][C:24]=1[C:34]([O:36][CH2:37][CH3:38])=[O:35]. (2) Given the product [C:6]([O:10][C:11](=[O:37])[N:12]([C:14]1[CH:19]=[C:18]([CH3:20])[C:17]([CH2:21][CH:22]([S:23]([N:26]2[CH2:27][CH2:28][C:29]3([O:33][CH2:32][CH2:31][O:30]3)[CH2:34][CH2:35]2)(=[O:24])=[O:25])[CH2:39][CH2:40][Cl:41])=[C:16]([CH3:36])[CH:15]=1)[CH3:13])([CH3:9])([CH3:8])[CH3:7], predict the reactants needed to synthesize it. The reactants are: C([Li])CCC.[C:6]([O:10][C:11](=[O:37])[N:12]([C:14]1[CH:19]=[C:18]([CH3:20])[C:17]([CH2:21][CH2:22][S:23]([N:26]2[CH2:35][CH2:34][C:29]3([O:33][CH2:32][CH2:31][O:30]3)[CH2:28][CH2:27]2)(=[O:25])=[O:24])=[C:16]([CH3:36])[CH:15]=1)[CH3:13])([CH3:9])([CH3:8])[CH3:7].Br[CH2:39][CH2:40][Cl:41].[Cl-].[NH4+]. (3) Given the product [N:34]1([CH2:37][CH2:38][O:39][C:21]2[C:20]([C:27]3[CH:28]=[CH:29][CH:30]=[CH:31][CH:32]=3)=[C:19]([Cl:33])[C:18]3[C:23](=[CH:24][CH:25]=[C:16]([C:8]([C:5]4[CH:6]=[CH:7][C:2]([Cl:1])=[CH:3][CH:4]=4)([C:10]4[N:14]([CH3:15])[CH:13]=[N:12][CH:11]=4)[OH:9])[CH:17]=3)[N:22]=2)[CH2:36][CH2:35]1, predict the reactants needed to synthesize it. The reactants are: [Cl:1][C:2]1[CH:7]=[CH:6][C:5]([C:8]([C:16]2[CH:17]=[C:18]3[C:23](=[CH:24][CH:25]=2)[N:22]=[C:21](Cl)[C:20]([C:27]2[CH:32]=[CH:31][CH:30]=[CH:29][CH:28]=2)=[C:19]3[Cl:33])([C:10]2[N:14]([CH3:15])[CH:13]=[N:12][CH:11]=2)[OH:9])=[CH:4][CH:3]=1.[N:34]1([CH2:37][CH2:38][OH:39])[CH2:36][CH2:35]1.C1(C)C=CC=CC=1.[H-].[Na+]. (4) Given the product [CH3:1][C:2]1[N:7]=[C:6]([C:8]([OH:17])=[O:9])[C:5]([C:10]2[O:11][C:12]([CH3:15])=[CH:13][N:14]=2)=[CH:4][CH:3]=1, predict the reactants needed to synthesize it. The reactants are: [CH3:1][C:2]1[N:7]=[C:6]([CH:8]=[O:9])[C:5]([C:10]2[O:11][C:12]([CH3:15])=[CH:13][N:14]=2)=[CH:4][CH:3]=1.Cl([O-])=[O:17].[Na+].CO. (5) Given the product [Br:1][C:2]1[CH:9]=[CH:8][C:5]([CH:6]=[O:7])=[C:4]([N:11]2[CH2:16][CH2:15][CH2:14][CH2:13][CH2:12]2)[CH:3]=1, predict the reactants needed to synthesize it. The reactants are: [Br:1][C:2]1[CH:9]=[CH:8][C:5]([CH:6]=[O:7])=[C:4](F)[CH:3]=1.[NH:11]1[CH2:16][CH2:15][CH2:14][CH2:13][CH2:12]1.C([O-])([O-])=O.[K+].[K+]. (6) Given the product [CH2:8]([C:10]1[CH:11]=[CH:12][C:13]([CH:16]2[CH2:21][N:20]([C:22]([N:24]3[CH2:25][CH2:26][CH2:27][CH2:28]3)=[O:23])[CH2:19][CH:18]([NH:29][C:38]([NH:37][C:34]3[CH:35]=[CH:36][C:31]([F:30])=[CH:32][CH:33]=3)=[O:39])[CH2:17]2)=[CH:14][CH:15]=1)[CH3:9], predict the reactants needed to synthesize it. The reactants are: FC(F)(F)C(O)=O.[CH2:8]([C:10]1[CH:15]=[CH:14][C:13]([CH:16]2[CH2:21][N:20]([C:22]([N:24]3[CH2:28][CH2:27][CH2:26][CH2:25]3)=[O:23])[CH2:19][CH:18]([NH2:29])[CH2:17]2)=[CH:12][CH:11]=1)[CH3:9].[F:30][C:31]1[CH:36]=[CH:35][C:34]([N:37]=[C:38]=[O:39])=[CH:33][CH:32]=1. (7) Given the product [N:29]([CH2:13][C:8]1[CH:9]=[CH:10][CH:11]=[CH:12][C:7]=1[C:2]1[CH:3]=[N:4][CH:5]=[CH:6][N:1]=1)=[N+:30]=[N-:31], predict the reactants needed to synthesize it. The reactants are: [N:1]1[CH:6]=[CH:5][N:4]=[CH:3][C:2]=1[C:7]1[CH:12]=[CH:11][CH:10]=[CH:9][C:8]=1[CH2:13]O.C1C=CC(P([N:29]=[N+:30]=[N-:31])(C2C=CC=CC=2)=O)=CC=1.C1CCN2C(=NCCC2)CC1. (8) Given the product [C:1]1([C:7]2[C:11]3[C:12]([O:16][CH2:17][CH:18]4[CH2:23][CH2:22][N:21]([CH2:35][C:33]5[O:32][N:31]=[C:30]([C:24]6[CH:25]=[CH:26][CH:27]=[CH:28][CH:29]=6)[CH:34]=5)[CH2:20][CH2:19]4)=[N:13][N:14]=[CH:15][C:10]=3[O:9][N:8]=2)[CH:2]=[CH:3][CH:4]=[CH:5][CH:6]=1, predict the reactants needed to synthesize it. The reactants are: [C:1]1([C:7]2[C:11]3[C:12]([O:16][CH2:17][CH:18]4[CH2:23][CH2:22][NH:21][CH2:20][CH2:19]4)=[N:13][N:14]=[CH:15][C:10]=3[O:9][N:8]=2)[CH:6]=[CH:5][CH:4]=[CH:3][CH:2]=1.[C:24]1([C:30]2[CH:34]=[C:33]([CH:35]=O)[O:32][N:31]=2)[CH:29]=[CH:28][CH:27]=[CH:26][CH:25]=1. (9) Given the product [CH3:3][C:2]([S:4]([NH:6][C:7]([CH:8]1[N:9]=[CH:15][O:11][NH:10]1)([CH3:13])[CH3:12])=[O:5])([CH3:14])[CH3:1], predict the reactants needed to synthesize it. The reactants are: [CH3:1][C:2]([CH3:14])([S:4]([NH:6][C:7]([CH3:13])([CH3:12])/[C:8](=[N:10]/[OH:11])/[NH2:9])=[O:5])[CH3:3].[CH3:15]C(O)=O. (10) Given the product [O:12]1[CH:13]=[CH:14][CH:15]=[C:11]1[C:7]1[CH:6]=[C:5]([CH2:4][C:3]([OH:16])=[O:2])[CH:10]=[CH:9][CH:8]=1, predict the reactants needed to synthesize it. The reactants are: C[O:2][C:3](=[O:16])[CH2:4][C:5]1[CH:10]=[CH:9][CH:8]=[C:7]([C:11]2[O:12][CH:13]=[CH:14][CH:15]=2)[CH:6]=1.[OH-].[K+].